From a dataset of Reaction yield outcomes from USPTO patents with 853,638 reactions. Predict the reaction yield, written as a fraction of the theoretical maximum amount of product (1.0 means a 100% yield; for example, 0.34 means a 34% yield). (1) The reactants are [CH:1]([O:4][C:5]1[CH:6]=[C:7]2[C:12](=[CH:13][CH:14]=1)[CH:11]=[N:10][C:9]([C:15]([OH:17])=O)=[CH:8]2)([CH3:3])[CH3:2].CN(C(ON1N=NC2C=CC=CC1=2)=[N+](C)C)C.F[P-](F)(F)(F)(F)F.CCN(C(C)C)C(C)C.[NH:51]1[CH:55]=[CH:54][N:53]=[C:52]1[NH:56][C:57]([C:59]1[C:67]2[NH:66][C:65]([NH2:68])=[N:64][C:63]=2[CH:62]=[CH:61][CH:60]=1)=[O:58]. The catalyst is O.CN(C=O)C. The product is [NH:53]1[CH:54]=[CH:55][N:51]=[C:52]1[NH:56][C:57]([C:59]1[C:67]2[N:66]=[C:65]([NH:68][C:15]([C:9]3[N:10]=[CH:11][C:12]4[C:7]([CH:8]=3)=[CH:6][C:5]([O:4][CH:1]([CH3:2])[CH3:3])=[CH:14][CH:13]=4)=[O:17])[NH:64][C:63]=2[CH:62]=[CH:61][CH:60]=1)=[O:58]. The yield is 0.0900. (2) The reactants are ClC1C=C(C=CC=1OCC1C=CC=CN=1)NC1C2C(=CC=CC=2F)N=CN=1.Cl[C:29]1[C:38]2[C:33](=[CH:34][CH:35]=[CH:36][C:37]=2[F:39])[N:32]=[CH:31][N:30]=1.[Cl:40][C:41]1[CH:42]=[C:43]([CH:45]=[CH:46][C:47]=1[O:48][CH2:49][C:50]1[CH:55]=[CH:54][CH:53]=[C:52]([F:56])[CH:51]=1)[NH2:44]. No catalyst specified. The product is [Cl:40][C:41]1[CH:42]=[C:43]([CH:45]=[CH:46][C:47]=1[O:48][CH2:49][C:50]1[CH:55]=[CH:54][CH:53]=[C:52]([F:56])[CH:51]=1)[NH:44][C:29]1[C:38]2[C:33](=[CH:34][CH:35]=[CH:36][C:37]=2[F:39])[N:32]=[CH:31][N:30]=1. The yield is 0.470. (3) The reactants are [N:1]1[CH:2]=[C:3]([C:10](OCC)=[O:11])[N:4]2[C:9]=1[CH:8]=[CH:7][CH:6]=[N:5]2.[H-].[Al+3].[Li+].[H-].[H-].[H-]. The catalyst is C1COCC1. The product is [N:1]1[CH:2]=[C:3]([CH2:10][OH:11])[N:4]2[C:9]=1[CH:8]=[CH:7][CH:6]=[N:5]2. The yield is 0.570.